The task is: Predict the product of the given reaction.. This data is from Forward reaction prediction with 1.9M reactions from USPTO patents (1976-2016). (1) The product is: [CH2:18]([C:15]1[CH:16]=[C:9]([O:8][C:5]2[CH:4]=[CH:3][C:2]([Br:1])=[CH:7][N:6]=2)[CH:10]=[CH:11][C:12]=1[CH:13]=[O:14])[CH3:19]. Given the reactants [Br:1][C:2]1[CH:3]=[CH:4][C:5]([O:8][C:9]2[CH:16]=[CH:15][C:12]([CH:13]=[O:14])=[CH:11][CH:10]=2)=[N:6][CH:7]=1.O[C:18]1C=CC(C=O)=C[CH:19]=1.BrC1C=CC(Br)=CN=1.C([O-])([O-])=O.[K+].[K+].C([O-])(O)=O.[Na+], predict the reaction product. (2) Given the reactants [N:1]1([C@H:6]2[CH2:10][CH2:9][CH2:8][C@H:7]2[NH2:11])[CH2:5][CH2:4][CH2:3][CH2:2]1.[CH:12]1([C:15]2[CH:23]=[C:22]([C:24]([F:27])([F:26])[F:25])[CH:21]=[CH:20][C:16]=2[C:17](O)=[O:18])[CH2:14][CH2:13]1, predict the reaction product. The product is: [CH:12]1([C:15]2[CH:23]=[C:22]([C:24]([F:25])([F:26])[F:27])[CH:21]=[CH:20][C:16]=2[C:17]([NH:11][C@@H:7]2[CH2:8][CH2:9][CH2:10][C@@H:6]2[N:1]2[CH2:2][CH2:3][CH2:4][CH2:5]2)=[O:18])[CH2:14][CH2:13]1. (3) Given the reactants [C@@H:1]1([N:9]2[C:18]3[N:17]=[CH:16][N:15]=[C:13]([OH:14])[C:12]=3[N:11]=[CH:10]2)[O:8][C@H:5]([CH2:6][OH:7])[C@@H:3]([OH:4])[CH2:2]1.[C:19](Cl)(=[O:35])[CH2:20][CH2:21][CH2:22][CH2:23][CH2:24][CH2:25][CH2:26][CH2:27][CH2:28][CH2:29][CH2:30][CH2:31][CH2:32][CH2:33][CH3:34], predict the reaction product. The product is: [C:19]([C@@:1]1([N:9]2[C:18]3[N:17]=[CH:16][N:15]=[C:13]([OH:14])[C:12]=3[N:11]=[CH:10]2)[O:8][C@H:5]([CH2:6][OH:7])[C@@H:3]([OH:4])[CH2:2]1)(=[O:35])[CH2:20][CH2:21][CH2:22][CH2:23][CH2:24][CH2:25][CH2:26][CH2:27][CH2:28][CH2:29][CH2:30][CH2:31][CH2:32][CH2:33][CH3:34]. (4) Given the reactants [OH:1][CH2:2][CH2:3][CH2:4][C@@:5]1([C:29]2[CH:34]=[CH:33][CH:32]=[CH:31][CH:30]=2)[O:10][C:9](=[O:11])[N:8]([C@H:12]([C:14]2[CH:19]=[CH:18][C:17](B3OC(C)(C)C(C)(C)O3)=[CH:16][CH:15]=2)[CH3:13])[CH2:7][CH2:6]1.Br[C:36]1[CH:41]=[CH:40][N:39]=[C:38]([OH:42])[CH:37]=1, predict the reaction product. The product is: [OH:1][CH2:2][CH2:3][CH2:4][C@@:5]1([C:29]2[CH:30]=[CH:31][CH:32]=[CH:33][CH:34]=2)[O:10][C:9](=[O:11])[N:8]([C@H:12]([C:14]2[CH:15]=[CH:16][C:17]([C:36]3[CH:41]=[CH:40][N:39]=[C:38]([OH:42])[CH:37]=3)=[CH:18][CH:19]=2)[CH3:13])[CH2:7][CH2:6]1. (5) Given the reactants [Cl:1][C:2]1[N:3]=[C:4](Cl)[C:5]2[CH2:11][N:10]([CH3:12])[CH2:9][CH:8]([C:13]3[CH:18]=[CH:17][C:16]([F:19])=[CH:15][CH:14]=3)[C:6]=2[N:7]=1.[CH3:21][NH:22][CH2:23][CH:24]=[CH2:25].O, predict the reaction product. The product is: [CH2:23]([N:22]([CH3:21])[C:4]1[C:5]2[CH2:11][N:10]([CH3:12])[CH2:9][CH:8]([C:13]3[CH:18]=[CH:17][C:16]([F:19])=[CH:15][CH:14]=3)[C:6]=2[N:7]=[C:2]([Cl:1])[N:3]=1)[CH:24]=[CH2:25]. (6) Given the reactants P(Br)(Br)[Br:2].CN(C)[CH:7]=[O:8].[F:10][C:11]1[C:20]([F:21])=[C:19]([F:22])[CH:18]=[C:17]2[C:12]=1[CH2:13][CH2:14][C:15](=O)[CH2:16]2.C(=O)(O)[O-].[Na+], predict the reaction product. The product is: [Br:2][C:15]1[CH2:14][CH2:13][C:12]2[C:17](=[CH:18][C:19]([F:22])=[C:20]([F:21])[C:11]=2[F:10])[C:16]=1[CH:7]=[O:8]. (7) Given the reactants [F:1][C:2]1[CH:3]=[C:4]([CH:18]=[CH:19][C:20]=1[F:21])[CH2:5][O:6][C:7]1[CH:12]=[CH:11][C:10]([CH:13]=[CH:14][C:15](O)=[O:16])=[CH:9][CH:8]=1.S(Cl)(Cl)=O.[CH3:26][NH2:27], predict the reaction product. The product is: [F:1][C:2]1[CH:3]=[C:4]([CH:18]=[CH:19][C:20]=1[F:21])[CH2:5][O:6][C:7]1[CH:12]=[CH:11][C:10]([CH:13]=[CH:14][C:15]([NH:27][CH3:26])=[O:16])=[CH:9][CH:8]=1. (8) The product is: [OH:34][CH2:33][CH2:35][NH:36][C:4]([C:6]1[C:7]2[S:14][CH:13]=[C:12]([CH2:15][O:16][C:17]3[CH:22]=[CH:21][CH:20]=[C:19]([NH:23][C:24](=[O:32])[C:25]4[CH:30]=[CH:29][C:28]([F:31])=[CH:27][CH:26]=4)[CH:18]=3)[C:8]=2[CH:9]=[N:10][CH:11]=1)=[O:5]. Given the reactants C(O[C:4]([C:6]1[C:7]2[S:14][CH:13]=[C:12]([CH2:15][O:16][C:17]3[CH:22]=[CH:21][CH:20]=[C:19]([NH:23][C:24](=[O:32])[C:25]4[CH:30]=[CH:29][C:28]([F:31])=[CH:27][CH:26]=4)[CH:18]=3)[C:8]=2[CH:9]=[N:10][CH:11]=1)=[O:5])C.[CH2:33]([CH2:35][NH2:36])[OH:34], predict the reaction product.